This data is from Full USPTO retrosynthesis dataset with 1.9M reactions from patents (1976-2016). The task is: Predict the reactants needed to synthesize the given product. (1) Given the product [Cl:2][C:3]1[CH:8]=[CH:7][N:6]=[C:5]([C:9]([NH2:12])=[O:10])[CH:4]=1, predict the reactants needed to synthesize it. The reactants are: Cl.[Cl:2][C:3]1[CH:8]=[CH:7][N:6]=[C:5]([C:9](Cl)=[O:10])[CH:4]=1.[NH3:12]. (2) Given the product [F:16][C:13]([F:14])([F:15])[C:9]([C:4]1[CH:3]=[C:2]([F:1])[CH:7]=[CH:6][C:5]=1[O:8][CH2:23][CH:18]=[CH2:19])=[O:10], predict the reactants needed to synthesize it. The reactants are: [F:1][C:2]1[CH:7]=[CH:6][C:5]([OH:8])=[C:4]([C:9]2([C:13]([F:16])([F:15])[F:14])CC[O:10]2)[CH:3]=1.F[C:18]1[CH:23]=CC(O)=C(C(O)C(F)(F)F)[CH:19]=1.C1(O)C=CC=CC=1.C(Br)C=C.C(=O)([O-])[O-].[K+].[K+].